From a dataset of Catalyst prediction with 721,799 reactions and 888 catalyst types from USPTO. Predict which catalyst facilitates the given reaction. (1) Reactant: C([O:3][C:4](=[O:27])[CH2:5][CH2:6][N:7]1[CH:11]=[C:10]([C:12]2[CH:17]=[CH:16][C:15]([F:18])=[CH:14][CH:13]=2)[N:9]([C:19]2[CH:24]=[CH:23][C:22]([Cl:25])=[CH:21][CH:20]=2)[C:8]1=[S:26])C.O.[OH-].[Li+].O.Cl. Product: [Cl:25][C:22]1[CH:23]=[CH:24][C:19]([N:9]2[C:10]([C:12]3[CH:17]=[CH:16][C:15]([F:18])=[CH:14][CH:13]=3)=[CH:11][N:7]([CH2:6][CH2:5][C:4]([OH:27])=[O:3])[C:8]2=[S:26])=[CH:20][CH:21]=1. The catalyst class is: 12. (2) Product: [N:3]1[C:4]2[CH2:5][CH2:6][CH2:7][CH2:8][C:9]=2[CH:10]=[C:11]([C:12]#[N:13])[CH:2]=1. Reactant: Cl[C:2]1[C:11]([C:12]#[N:13])=[CH:10][C:9]2[CH2:8][CH2:7][CH2:6][CH2:5][C:4]=2[N:3]=1.O.O.O.C([O-])(=O)C.[Na+].C(O)(=O)C.[OH-].[Na+]. The catalyst class is: 739. (3) Product: [CH3:29][CH:30]1[CH2:35][CH2:34][N:33]([C:36]2[CH:37]=[CH:38][C:39]([CH2:40][NH:41][C:24]([C:20]3[N:21]([CH3:23])[CH:22]=[C:18]([NH:17][C:15]([C:10]4[C:9]([C:6]5[CH:5]=[CH:4][C:3]([C:2]([F:28])([F:1])[F:27])=[CH:8][CH:7]=5)=[CH:14][CH:13]=[CH:12][CH:11]=4)=[O:16])[CH:19]=3)=[O:26])=[CH:42][CH:43]=2)[CH2:32][CH2:31]1. The catalyst class is: 7. Reactant: [F:1][C:2]([F:28])([F:27])[C:3]1[CH:8]=[CH:7][C:6]([C:9]2[C:10]([C:15]([NH:17][C:18]3[CH:19]=[C:20]([C:24]([OH:26])=O)[N:21]([CH3:23])[CH:22]=3)=[O:16])=[CH:11][CH:12]=[CH:13][CH:14]=2)=[CH:5][CH:4]=1.[CH3:29][CH:30]1[CH2:35][CH2:34][N:33]([C:36]2[CH:43]=[CH:42][C:39]([CH2:40][NH2:41])=[CH:38][CH:37]=2)[CH2:32][CH2:31]1.CN(C(ON1N=NC2C=CC=CC1=2)=[N+](C)C)C.[B-](F)(F)(F)F.C(N(CC)CC)C. (4) The catalyst class is: 14. Reactant: C1(S([N:10]2[C:14]3=[N:15][CH:16]=[C:17]([C:19]4[CH:24]=[CH:23][C:22]([N:25]([CH3:27])[CH3:26])=[CH:21][CH:20]=4)[CH:18]=[C:13]3[C:12]([C:28]3[N:29]=[CH:30][NH:31][CH:32]=3)=[CH:11]2)(=O)=O)C=CC=CC=1.[OH-].[Na+]. Product: [NH:31]1[CH:32]=[C:28]([C:12]2[C:13]3[C:14](=[N:15][CH:16]=[C:17]([C:19]4[CH:20]=[CH:21][C:22]([N:25]([CH3:27])[CH3:26])=[CH:23][CH:24]=4)[CH:18]=3)[NH:10][CH:11]=2)[N:29]=[CH:30]1. (5) Reactant: C(OC(=O)[NH:10][CH:11]1[CH2:19][CH2:18][CH2:17][C:16]2[NH:15][N:14]=[CH:13][C:12]1=2)C1C=CC=CC=1. Product: [NH:15]1[C:16]2[CH2:17][CH2:18][CH2:19][CH:11]([NH2:10])[C:12]=2[CH:13]=[N:14]1. The catalyst class is: 45. (6) Reactant: [F:1][C:2]([F:21])([F:20])[C:3]1[CH:8]=[CH:7][N:6]=[C:5]([N:9]2[CH2:18][CH2:17][C:16]3[C:15](=O)[NH:14][CH:13]=[N:12][C:11]=3[CH2:10]2)[CH:4]=1.P(Cl)(Cl)([Cl:24])=O.CN(C)C1C=CC=CC=1.C(=O)(O)[O-].[Na+]. Product: [Cl:24][C:15]1[C:16]2[CH2:17][CH2:18][N:9]([C:5]3[CH:4]=[C:3]([C:2]([F:21])([F:20])[F:1])[CH:8]=[CH:7][N:6]=3)[CH2:10][C:11]=2[N:12]=[CH:13][N:14]=1. The catalyst class is: 417. (7) Reactant: [Cl:1][C:2]1[CH:3]=[C:4]([CH:9]2[CH2:13][C:12]3([CH2:18][CH2:17][N:16](C(OC(C)(C)C)=O)[CH2:15][CH2:14]3)[O:11][CH2:10]2)[CH:5]=[CH:6][C:7]=1[Cl:8].Cl.O1CCOCC1. Product: [ClH:1].[Cl:1][C:2]1[CH:3]=[C:4]([CH:9]2[CH2:13][C:12]3([CH2:18][CH2:17][NH:16][CH2:15][CH2:14]3)[O:11][CH2:10]2)[CH:5]=[CH:6][C:7]=1[Cl:8]. The catalyst class is: 2. (8) Reactant: [OH:1][C@H:2]1[CH2:6][CH2:5][NH:4][CH2:3]1.[O:7]([C:14]([NH:16][C:17]1[CH:22]=[C:21]([O:23][C:24]2[C:29]([F:30])=[CH:28][C:27]([NH:31][C:32]([C:34]3([C:37]([O:39][CH2:40][C:41]4[CH:46]=[CH:45][CH:44]=[CH:43][CH:42]=4)=[O:38])[CH2:36][CH2:35]3)=[O:33])=[C:26]([F:47])[CH:25]=2)[CH:20]=[CH:19][N:18]=1)=O)C1C=CC=CC=1.C(=O)([O-])O.[Na+]. Product: [F:47][C:26]1[CH:25]=[C:24]([O:23][C:21]2[CH:20]=[CH:19][N:18]=[C:17]([NH:16][C:14]([N:4]3[CH2:5][CH2:6][C@H:2]([OH:1])[CH2:3]3)=[O:7])[CH:22]=2)[C:29]([F:30])=[CH:28][C:27]=1[NH:31][C:32]([C:34]1([C:37]([O:39][CH2:40][C:41]2[CH:42]=[CH:43][CH:44]=[CH:45][CH:46]=2)=[O:38])[CH2:36][CH2:35]1)=[O:33]. The catalyst class is: 60. (9) Reactant: Cl.[OH:2][CH2:3][C:4]1[N:5]=[CH:6][NH:7][CH:8]=1.C(N(CC)CC)C.[C:16]1([C:22](Cl)([C:29]2[CH:34]=[CH:33][CH:32]=[CH:31][CH:30]=2)[C:23]2[CH:28]=[CH:27][CH:26]=[CH:25][CH:24]=2)[CH:21]=[CH:20][CH:19]=[CH:18][CH:17]=1. Product: [C:22]([N:7]1[CH:8]=[C:4]([CH2:3][OH:2])[N:5]=[CH:6]1)([C:16]1[CH:21]=[CH:20][CH:19]=[CH:18][CH:17]=1)([C:29]1[CH:30]=[CH:31][CH:32]=[CH:33][CH:34]=1)[C:23]1[CH:24]=[CH:25][CH:26]=[CH:27][CH:28]=1. The catalyst class is: 9. (10) The catalyst class is: 713. Reactant: [CH2:1]([C:8]1[S:12][C:11]2[CH:13]=[CH:14][CH:15]=[CH:16][C:10]=2[C:9]=1[C:17]1[CH:22]=[CH:21][C:20]([C:23]2[CH:28]=[C:27](Br)[C:26]([OH:30])=[C:25](Br)[CH:24]=2)=[CH:19][CH:18]=1)[C:2]1[CH:7]=[CH:6][CH:5]=[CH:4][CH:3]=1.[CH3:32][O:33][C:34]1[CH:39]=[CH:38][C:37](B(O)O)=[CH:36][CH:35]=1.[OH-].[Ba+2].[OH-].CO[CH2:48][CH2:49][O:50][CH3:51]. Product: [CH3:32][O:33][C:34]1[CH:39]=[CH:38][C:37]([C:25]2[CH:24]=[C:23]([C:20]3[CH:21]=[CH:22][C:17]([C:9]4[C:10]5[CH:16]=[CH:15][CH:14]=[CH:13][C:11]=5[S:12][C:8]=4[CH2:1][C:2]4[CH:3]=[CH:4][CH:5]=[CH:6][CH:7]=4)=[CH:18][CH:19]=3)[CH:28]=[C:27]([C:1]3[CH:2]=[CH:3][C:49]([O:50][CH3:51])=[CH:48][CH:8]=3)[C:26]=2[OH:30])=[CH:36][CH:35]=1.